This data is from Full USPTO retrosynthesis dataset with 1.9M reactions from patents (1976-2016). The task is: Predict the reactants needed to synthesize the given product. (1) Given the product [F:1][C@H:2]1[CH2:19][C@@:17]2([CH3:18])[C@@H:13]([CH2:14][CH2:15][C:16]2=[O:20])[C@H:12]2[C@H:3]1[C:4]1[CH:5]=[CH:6][C:7]([O:27][CH:29]3[CH2:30][CH2:31][CH2:32][CH2:33][O:28]3)=[CH:8][C:9]=1[CH2:10][C@H:11]2[CH2:21][CH2:22][CH2:23][CH2:24][CH2:25][Br:26], predict the reactants needed to synthesize it. The reactants are: [F:1][C@H:2]1[CH2:19][C@@:17]2([CH3:18])[C@@H:13]([CH2:14][CH2:15][C:16]2=[O:20])[C@H:12]2[C@H:3]1[C:4]1[CH:5]=[CH:6][C:7]([OH:27])=[CH:8][C:9]=1[CH2:10][C@H:11]2[CH2:21][CH2:22][CH2:23][CH2:24][CH2:25][Br:26].[O:28]1[CH:33]=[CH:32][CH2:31][CH2:30][CH2:29]1.O.C1(C)C=CC(S(O)(=O)=O)=CC=1.C(N(CC)CC)C. (2) Given the product [ClH:1].[Cl:1][C:2]1[CH:3]=[C:4]([NH:10][C@H:11]([CH2:20][NH:21][CH:22]([CH3:24])[CH3:23])[CH2:12][C:13]([OH:15])=[O:14])[CH:5]=[CH:6][C:7]=1[C:8]#[N:9], predict the reactants needed to synthesize it. The reactants are: [Cl:1][C:2]1[CH:3]=[C:4]([NH:10][C@H:11]([CH2:20][NH:21][CH:22]([CH3:24])[CH3:23])[CH2:12][C:13]([O:15]C(C)(C)C)=[O:14])[CH:5]=[CH:6][C:7]=1[C:8]#[N:9].C(O)(C(F)(F)F)=O. (3) Given the product [C:1]1([N:7]2[CH2:12][CH2:11][N:10]([CH2:6][C:5]3[O:25][C:23]4[C:24](=[N:7][CH:1]=[CH:2][CH:3]=4)[CH:4]=3)[CH2:9][CH2:8]2)[CH:6]=[CH:5][CH:4]=[CH:3][CH:2]=1, predict the reactants needed to synthesize it. The reactants are: [C:1]1([N:7]2[CH2:12][CH2:11][NH:10][CH2:9][CH2:8]2)[CH:6]=[CH:5][CH:4]=[CH:3][CH:2]=1.C(O[BH-](O[C:23](=[O:25])[CH3:24])OC(=O)C)(=O)C.[Na+]. (4) Given the product [CH3:1][N:2]1[CH:6]=[CH:5][C:4]([NH:7][C:8]([C:10]2[CH:20]=[C:19]([O:21][C:22]3[CH:27]=[CH:26][C:25]([C:28](=[NH:31])[NH:29][OH:30])=[C:24]([Cl:62])[CH:23]=3)[C:13]3[CH2:14][C:15]([CH3:18])([CH3:17])[O:16][C:12]=3[CH:11]=2)=[O:9])=[N:3]1, predict the reactants needed to synthesize it. The reactants are: [CH3:1][N:2]1[CH:6]=[CH:5][C:4]([NH:7][C:8]([C:10]2[CH:20]=[C:19]([O:21][C:22]3[CH:27]=[CH:26][C:25]([C:28](=[NH:31])[NH:29][OH:30])=[C:24](F)[CH:23]=3)[C:13]3[CH2:14][C:15]([CH3:18])([CH3:17])[O:16][C:12]=3[CH:11]=2)=[O:9])=[N:3]1.CN1C=CC(NC(C2C=C(OC3C=CC(C#N)=C([Cl:62])C=3)C3CC(C)(C)OC=3C=2)=O)=N1. (5) Given the product [O:10]=[CH:9][CH2:8][CH2:3][CH2:4][C:5]([O:6][CH2:13][CH3:19])=[O:22], predict the reactants needed to synthesize it. The reactants are: C([CH:3]([CH2:8][C:9](Cl)=[O:10])[CH2:4][C:5](Cl)=[O:6])C.N1C(C)=CC=C[C:13]=1[CH3:19].[H][H].[O:22]1CCCC1. (6) Given the product [F:18][C:8]1[CH:7]=[C:6]([N:5]=[C:1]=[O:2])[CH:11]=[CH:10][C:9]=1[N:12]1[CH2:17][CH2:16][O:15][CH2:14][CH2:13]1, predict the reactants needed to synthesize it. The reactants are: [C:1]([NH:5][C:6]1[CH:11]=[CH:10][C:9]([N:12]2[CH2:17][CH2:16][O:15][CH2:14][CH2:13]2)=[C:8]([F:18])[CH:7]=1)(OC)=[O:2]. (7) Given the product [CH3:1][O:2][C:3]1[CH:4]=[C:5]2[C:10](=[CH:11][CH:12]=1)[CH2:9][CH:8]([CH2:13][C:14]([O:16][CH2:17][CH3:18])=[O:15])[CH2:7][CH2:6]2, predict the reactants needed to synthesize it. The reactants are: [CH3:1][O:2][C:3]1[CH:4]=[C:5]2[C:10](=[CH:11][CH:12]=1)[CH2:9]/[C:8](=[CH:13]/[C:14]([O:16][CH2:17][CH3:18])=[O:15])/[CH2:7][CH2:6]2.[H][H].